Task: Predict the reactants needed to synthesize the given product.. Dataset: Full USPTO retrosynthesis dataset with 1.9M reactions from patents (1976-2016) (1) Given the product [CH3:39][O:40][C:41]1[CH:42]=[CH:43][C:44]([CH2:47][O:7][C:1]2[CH:6]=[CH:5][CH:4]=[CH:3][CH:2]=2)=[CH:45][N:46]=1, predict the reactants needed to synthesize it. The reactants are: [C:1]1([OH:7])[CH:6]=[CH:5][CH:4]=[CH:3][CH:2]=1.C1C=CC(P(C2C=CC=CC=2)C2C=CC=CC=2)=CC=1.CCOC(/N=N/C(OCC)=O)=O.[CH3:39][O:40][C:41]1[N:46]=[CH:45][C:44]([CH2:47]O)=[CH:43][CH:42]=1. (2) The reactants are: [N:1]([O-])=O.[Na+].[NH2:5][C:6]1[C:7]([CH3:17])=[CH:8][C:9]([Cl:16])=[C:10]([CH:15]=1)[C:11]([O:13][CH3:14])=[O:12].[Sn](Cl)Cl. Given the product [Cl:16][C:9]1[CH:8]=[C:7]([CH3:17])[C:6]([NH:5][NH2:1])=[CH:15][C:10]=1[C:11]([O:13][CH3:14])=[O:12], predict the reactants needed to synthesize it. (3) Given the product [CH:15]([NH:13][C@H:10]1[CH2:9][C@@H:8]([NH:18][C:19](=[O:21])[CH3:20])[C@@H:7]([N:4]2[CH2:5][CH2:6][C@H:2]([NH:1][C:33]3[C:42]4[C:37](=[CH:38][CH:39]=[C:40]([C:43]([F:45])([F:46])[F:44])[CH:41]=4)[N:36]=[CH:35][N:34]=3)[C:3]2=[O:22])[CH2:12][CH2:11]1)([CH3:16])[CH3:17], predict the reactants needed to synthesize it. The reactants are: [NH2:1][C@H:2]1[CH2:6][CH2:5][N:4]([C@H:7]2[CH2:12][CH2:11][C@@H:10]([N:13]([CH:15]([CH3:17])[CH3:16])C)[CH2:9][C@H:8]2[NH:18][C:19](=[O:21])[CH3:20])[C:3]1=[O:22].C(N(C(C)C)CC)(C)C.Cl[C:33]1[C:42]2[C:37](=[CH:38][CH:39]=[C:40]([C:43]([F:46])([F:45])[F:44])[CH:41]=2)[N:36]=[CH:35][N:34]=1. (4) Given the product [CH3:1][C:2]1([CH3:18])[O:6][C@@H:5]([CH:7]=[O:17])[CH2:4][O:3]1, predict the reactants needed to synthesize it. The reactants are: [CH3:1][C:2]1([CH3:18])[O:6][C@@H:5]([C@@H:7]([OH:17])[C@@H:7]([C@H:5]2[CH2:4][O:3][C:2]([CH3:18])([CH3:1])[O:6]2)[OH:17])[CH2:4][O:3]1. (5) Given the product [CH:27]1([NH:30][C:31]([C@H:33]2[CH2:38][CH2:37][C@H:36]([NH:39][C:24]([C:21]3[C:17]4[N:18]=[CH:19][N:20]=[C:15]([C:7]5[C:8]6[O:12][CH2:11][O:10][C:9]=6[CH:13]=[CH:14][C:6]=5[O:5][CH2:4][CH:1]5[CH2:2][CH2:3]5)[C:16]=4[NH:23][CH:22]=3)=[O:26])[CH2:35][CH2:34]2)=[O:32])[CH2:29][CH2:28]1, predict the reactants needed to synthesize it. The reactants are: [CH:1]1([CH2:4][O:5][C:6]2[CH:14]=[CH:13][C:9]3[O:10][CH2:11][O:12][C:8]=3[C:7]=2[C:15]2[C:16]3[NH:23][CH:22]=[C:21]([C:24]([OH:26])=O)[C:17]=3[N:18]=[CH:19][N:20]=2)[CH2:3][CH2:2]1.[CH:27]1([NH:30][C:31]([C@H:33]2[CH2:38][CH2:37][C@H:36]([NH:39]C(=O)O)[CH2:35][CH2:34]2)=[O:32])[CH2:29][CH2:28]1. (6) Given the product [N+:17]([C:20]1[CH:38]=[CH:37][C:23]([CH2:24][O:25][C:26]([C:28]2[N:29]3[C@H:32]([S:33][CH:34]=2)[C:31]([CH:11]([O:12][C:39](=[O:41])[CH3:40])[C:9]2[CH:10]=[C:4]4[CH2:3][S:2](=[O:1])(=[O:13])[CH2:7][CH2:6][N:5]4[N:8]=2)([Br:35])[C:30]3=[O:36])=[O:27])=[CH:22][CH:21]=1)([O-:19])=[O:18], predict the reactants needed to synthesize it. The reactants are: [O:1]=[S:2]1(=[O:13])[CH2:7][CH2:6][N:5]2[N:8]=[C:9]([CH:11]=[O:12])[CH:10]=[C:4]2[CH2:3]1.[Mg+2].[Br-].[Br-].[N+:17]([C:20]1[CH:38]=[CH:37][C:23]([CH2:24][O:25][C:26]([C:28]2[N:29]3[C@H:32]([S:33][CH:34]=2)[C@@H:31]([Br:35])[C:30]3=[O:36])=[O:27])=[CH:22][CH:21]=1)([O-:19])=[O:18].[C:39](OC(=O)C)(=[O:41])[CH3:40]. (7) Given the product [NH:22]1[CH:26]=[CH:25][CH:24]=[C:23]1/[CH:27]=[C:10]1\[C:9](=[O:11])[N:8]([CH2:12][C:13]2[C:17]([Cl:18])=[CH:16][N:15]([CH2:19][CH3:20])[N:14]=2)[C:6]2[N:7]=[C:2]([NH2:1])[N:3]=[C:4]([Cl:21])[C:5]\1=2, predict the reactants needed to synthesize it. The reactants are: [NH2:1][C:2]1[N:3]=[C:4]([Cl:21])[C:5]2[CH2:10][C:9](=[O:11])[N:8]([CH2:12][C:13]3[C:17]([Cl:18])=[CH:16][N:15]([CH2:19][CH3:20])[N:14]=3)[C:6]=2[N:7]=1.[NH:22]1[CH:26]=[CH:25][CH:24]=[C:23]1[CH:27]=O.N1CCCCC1. (8) Given the product [F:42][C:22]([F:24])([F:25])[O:21][C:4]1[CH:5]=[C:6]2[C:11](=[C:2]([CH:26]=[CH2:27])[CH:3]=1)[O:10][CH:9]([C:12]([F:15])([F:13])[F:14])[C:8]([C:16]([O:18][CH2:19][CH3:20])=[O:17])=[CH:7]2, predict the reactants needed to synthesize it. The reactants are: I[C:2]1[CH:3]=[C:4]([O:21][C:22]([F:25])([F:24])F)[CH:5]=[C:6]2[C:11]=1[O:10][CH:9]([C:12]([F:15])([F:14])[F:13])[C:8]([C:16]([O:18][CH2:19][CH3:20])=[O:17])=[CH:7]2.[CH2:26](C([Sn])=C(CCCC)CCCC)[CH2:27]CC.[NH4+].[F-:42]. (9) Given the product [CH3:1][C:2]1([C:10]([NH:12][C@H:13]([C:15]2[CH:16]=[CH:17][C:18]([C:19]([O:21][CH3:22])=[O:20])=[CH:23][CH:24]=2)[CH3:14])=[O:11])[N:9]([CH2:31][C:30]2[CH:29]=[CH:28][C:27]([C:26]([F:25])([F:35])[F:36])=[CH:34][CH:33]=2)[CH2:8][CH2:7][C:4]2([CH2:5][CH2:6]2)[CH2:3]1, predict the reactants needed to synthesize it. The reactants are: [CH3:1][C:2]1([C:10]([NH:12][C@H:13]([C:15]2[CH:24]=[CH:23][C:18]([C:19]([O:21][CH3:22])=[O:20])=[CH:17][CH:16]=2)[CH3:14])=[O:11])[NH:9][CH2:8][CH2:7][C:4]2([CH2:6][CH2:5]2)[CH2:3]1.[F:25][C:26]([F:36])([F:35])[C:27]1[CH:34]=[CH:33][C:30]([CH2:31]Br)=[CH:29][CH:28]=1.C([O-])([O-])=O.[Na+].[Na+].